This data is from Full USPTO retrosynthesis dataset with 1.9M reactions from patents (1976-2016). The task is: Predict the reactants needed to synthesize the given product. Given the product [CH2:1]([O:3][C:4](=[O:27])[CH2:5][C:6]1[CH:11]=[CH:10][C:9]([O:12][CH3:13])=[C:8]([O:14][C:15]2[CH:20]=[CH:19][C:18]([C:21]([F:24])([F:23])[F:22])=[CH:17][C:16]=2[CH2:25][Br:29])[CH:7]=1)[CH3:2], predict the reactants needed to synthesize it. The reactants are: [CH2:1]([O:3][C:4](=[O:27])[CH2:5][C:6]1[CH:11]=[CH:10][C:9]([O:12][CH3:13])=[C:8]([O:14][C:15]2[CH:20]=[CH:19][C:18]([C:21]([F:24])([F:23])[F:22])=[CH:17][C:16]=2[CH2:25]O)[CH:7]=1)[CH3:2].P(Br)(Br)[Br:29].